This data is from Tyrosyl-DNA phosphodiesterase HTS with 341,365 compounds. The task is: Binary Classification. Given a drug SMILES string, predict its activity (active/inactive) in a high-throughput screening assay against a specified biological target. The drug is o1c2c3c4c(cc(O)c(O)c4oc(=O)c3cc(O)c2O)c1=O. The result is 1 (active).